From a dataset of Full USPTO retrosynthesis dataset with 1.9M reactions from patents (1976-2016). Predict the reactants needed to synthesize the given product. Given the product [Br:28][C:29]1[C:33]2[C:32](=[N:37][CH:36]=[CH:35][N:34]=2)[S:31][C:30]=1[C:38]([NH:2][C:3]1[CH:4]=[C:5]([NH:10][C:11](=[O:23])[C:12]2[CH:17]=[CH:16][CH:15]=[C:14]([C:18]([C:21]#[N:22])([CH3:20])[CH3:19])[CH:13]=2)[CH:6]=[CH:7][C:8]=1[CH3:9])=[O:39], predict the reactants needed to synthesize it. The reactants are: Cl.[NH2:2][C:3]1[CH:4]=[C:5]([NH:10][C:11](=[O:23])[C:12]2[CH:17]=[CH:16][CH:15]=[C:14]([C:18]([C:21]#[N:22])([CH3:20])[CH3:19])[CH:13]=2)[CH:6]=[CH:7][C:8]=1[CH3:9].C[Al](C)C.[Br:28][C:29]1[C:33]2=[N:34][CH:35]=[CH:36][N:37]=[C:32]2[S:31][C:30]=1[C:38](OCC)=[O:39].